Dataset: Catalyst prediction with 721,799 reactions and 888 catalyst types from USPTO. Task: Predict which catalyst facilitates the given reaction. Reactant: CS(C)=O.C(Cl)(=O)C(Cl)=O.[CH3:11][O:12][C:13]1[CH:28]=[CH:27][C:16]([CH2:17][N:18]2[C@H:23]([CH3:24])[CH2:22][CH2:21][C@@H:20]([CH2:25][OH:26])[CH2:19]2)=[CH:15][CH:14]=1.C(N(CC)CC)C. Product: [CH3:11][O:12][C:13]1[CH:28]=[CH:27][C:16]([CH2:17][N:18]2[C@H:23]([CH3:24])[CH2:22][CH2:21][C@@H:20]([CH:25]=[O:26])[CH2:19]2)=[CH:15][CH:14]=1. The catalyst class is: 2.